Dataset: NCI-60 drug combinations with 297,098 pairs across 59 cell lines. Task: Regression. Given two drug SMILES strings and cell line genomic features, predict the synergy score measuring deviation from expected non-interaction effect. Drug 1: C1=CC(=CC=C1CCCC(=O)O)N(CCCl)CCCl. Drug 2: CC(C1=C(C=CC(=C1Cl)F)Cl)OC2=C(N=CC(=C2)C3=CN(N=C3)C4CCNCC4)N. Cell line: SNB-19. Synergy scores: CSS=17.9, Synergy_ZIP=-5.26, Synergy_Bliss=0.373, Synergy_Loewe=-1.85, Synergy_HSA=0.596.